Dataset: Catalyst prediction with 721,799 reactions and 888 catalyst types from USPTO. Task: Predict which catalyst facilitates the given reaction. (1) Reactant: [CH2:1]([C:3]1[C:4](=[O:18])[NH:5][C:6](=[O:17])[N:7]([CH:16]=1)[C@@H:8]1[O:15][C@H:12]([CH2:13][OH:14])[C@@H:10]([OH:11])[CH2:9]1)[CH3:2].Cl[C:20]([C:33]1[CH:38]=[CH:37][CH:36]=[CH:35][CH:34]=1)([C:27]1[CH:32]=[CH:31][CH:30]=[CH:29][CH:28]=1)[C:21]1[CH:26]=[CH:25][CH:24]=[CH:23][CH:22]=1. Product: [CH2:1]([C:3]1[C:4](=[O:18])[NH:5][C:6](=[O:17])[N:7]([CH:16]=1)[C@@H:8]1[O:15][C@H:12]([CH2:13][O:14][C:20]([C:21]2[CH:26]=[CH:25][CH:24]=[CH:23][CH:22]=2)([C:33]2[CH:34]=[CH:35][CH:36]=[CH:37][CH:38]=2)[C:27]2[CH:28]=[CH:29][CH:30]=[CH:31][CH:32]=2)[C@@H:10]([OH:11])[CH2:9]1)[CH3:2]. The catalyst class is: 17. (2) Reactant: S(OS([O-])=O)([O-])=O.[Na+].[Na+].[Cl:10][C:11]1[S:12][C:13]([CH:16]=O)=[CH:14][CH:15]=1.[NH2:18][C:19]1[CH:20]=[C:21]([CH2:26][C:27]([O:29][CH2:30][CH3:31])=[O:28])[CH:22]=[CH:23][C:24]=1[NH2:25].O. Product: [Cl:10][C:11]1[S:12][C:13]([C:16]2[NH:25][C:24]3[CH:23]=[CH:22][C:21]([CH2:26][C:27]([O:29][CH2:30][CH3:31])=[O:28])=[CH:20][C:19]=3[N:18]=2)=[CH:14][CH:15]=1. The catalyst class is: 60. (3) Reactant: C([O:4][CH2:5][C:6]([N:8]1[CH2:13][CH2:12][CH:11]([C:14]2[S:15][C:16]([C:28]3[CH:29]=[CH:30][C:31]4[N:32]([C:34]([CH:37]([CH3:39])[CH3:38])=[N:35][N:36]=4)[N:33]=3)=[C:17]([C:19]3[CH:24]=[C:23]([F:25])[C:22]([F:26])=[CH:21][C:20]=3[F:27])[N:18]=2)[CH2:10][CH2:9]1)=[O:7])(=O)C.[OH-].[Na+]. Product: [OH:4][CH2:5][C:6]([N:8]1[CH2:9][CH2:10][CH:11]([C:14]2[S:15][C:16]([C:28]3[CH:29]=[CH:30][C:31]4[N:32]([C:34]([CH:37]([CH3:39])[CH3:38])=[N:35][N:36]=4)[N:33]=3)=[C:17]([C:19]3[CH:24]=[C:23]([F:25])[C:22]([F:26])=[CH:21][C:20]=3[F:27])[N:18]=2)[CH2:12][CH2:13]1)=[O:7]. The catalyst class is: 20. (4) Reactant: C([O:3][C:4]([C@H:6]1[C@H:10]([CH2:11][C@H:12]([CH2:16][C:17]2[CH:22]=[CH:21][C:20]([O:23][CH3:24])=[C:19]([O:25][CH2:26][CH2:27][CH2:28][O:29][CH3:30])[CH:18]=2)[CH:13]([CH3:15])[CH3:14])[CH2:9][N:8]([C:31]([O:33][C:34]([CH3:37])([CH3:36])[CH3:35])=[O:32])[CH2:7]1)=[O:5])C.[OH-].[Na+]. Product: [C:34]([O:33][C:31]([N:8]1[CH2:9][C@@H:10]([CH2:11][C@H:12]([CH2:16][C:17]2[CH:22]=[CH:21][C:20]([O:23][CH3:24])=[C:19]([O:25][CH2:26][CH2:27][CH2:28][O:29][CH3:30])[CH:18]=2)[CH:13]([CH3:14])[CH3:15])[C@H:6]([C:4]([OH:5])=[O:3])[CH2:7]1)=[O:32])([CH3:35])([CH3:37])[CH3:36]. The catalyst class is: 14.